Dataset: Catalyst prediction with 721,799 reactions and 888 catalyst types from USPTO. Task: Predict which catalyst facilitates the given reaction. (1) Reactant: [N:1]1[CH:6]=[CH:5][CH:4]=[CH:3][C:2]=1[C:7]1[C:12]2[N:13]=[CH:14][NH:15][C:11]=2[CH:10]=[CH:9][N:8]=1.NCCC1N=CNC=1.[OH-].[K+].C(C1C=CC=CN=1)=O. Product: [N:1]1[CH:6]=[CH:5][CH:4]=[CH:3][C:2]=1[CH:7]1[C:12]2[N:13]=[CH:14][NH:15][C:11]=2[CH2:10][CH2:9][NH:8]1. The catalyst class is: 8. (2) Reactant: I[CH:2]1[CH2:5][N:4]([C:6]([O:8][C:9]([CH3:12])([CH3:11])[CH3:10])=[O:7])[CH2:3]1.[NH2:13][C:14]1[CH:19]=[CH:18][C:17](B(O)O)=[CH:16][CH:15]=1.C[Si]([N-][Si](C)(C)C)(C)C.[Na+].N[C@H]1CCCC[C@H]1O. Product: [NH2:13][C:14]1[CH:19]=[CH:18][C:17]([CH:2]2[CH2:5][N:4]([C:6]([O:8][C:9]([CH3:12])([CH3:11])[CH3:10])=[O:7])[CH2:3]2)=[CH:16][CH:15]=1. The catalyst class is: 32. (3) Reactant: [C:1]1([C:11]2[CH:16]=[CH:15][CH:14]=[CH:13][CH:12]=2)[CH:6]=[CH:5][C:4]([CH2:7][C:8]([OH:10])=O)=[CH:3][CH:2]=1.Cl.[CH3:18][O:19][C:20]1[CH:21]=[CH:22][C:23]([C@H:26]([NH2:28])[CH3:27])=[N:24][CH:25]=1.ON1C2N=CC=CC=2N=N1.C(N(C(C)C)CC)(C)C.Cl.CN(C)CCCN=C=NCC. Product: [C:1]1([C:11]2[CH:16]=[CH:15][CH:14]=[CH:13][CH:12]=2)[CH:2]=[CH:3][C:4]([CH2:7][C:8]([NH:28][C@@H:26]([C:23]2[CH:22]=[CH:21][C:20]([O:19][CH3:18])=[CH:25][N:24]=2)[CH3:27])=[O:10])=[CH:5][CH:6]=1. The catalyst class is: 3. (4) Reactant: [C:1]1([S:11]([NH2:14])(=[O:13])=[O:12])[C:2]([S:7]([NH2:10])(=[O:9])=[O:8])=[CH:3][CH:4]=[CH:5][CH:6]=1.[O:15]1[C:19]2[CH:20]=[CH:21][CH:22]=[CH:23][C:18]=2[N:17]=[C:16]1[C:24]1[CH:32]=[CH:31][C:27]([C:28](O)=[O:29])=[CH:26][CH:25]=1.C(Cl)CCl. Product: [O:15]1[C:19]2[CH:20]=[CH:21][CH:22]=[CH:23][C:18]=2[N:17]=[C:16]1[C:24]1[CH:32]=[CH:31][C:27]([C:28]([NH:10][S:7]([C:2]2[CH:3]=[CH:4][CH:5]=[CH:6][C:1]=2[S:11](=[O:13])(=[O:12])[NH2:14])(=[O:9])=[O:8])=[O:29])=[CH:26][CH:25]=1. The catalyst class is: 241. (5) Reactant: CS(O[C@H:6]1[CH2:11][CH2:10][CH2:9][N:8]([C:12]2[S:13][C:14]3[CH:20]=[C:19]([Br:21])[CH:18]=[CH:17][C:15]=3[N:16]=2)[CH2:7]1)(=O)=O.C(=O)([O-])[O-].[K+].[K+].C(#N)C.[NH:31]1[CH2:34][CH2:33][CH2:32]1. Product: [N:31]1([C@@H:6]2[CH2:11][CH2:10][CH2:9][N:8]([C:12]3[S:13][C:14]4[CH:20]=[C:19]([Br:21])[CH:18]=[CH:17][C:15]=4[N:16]=3)[CH2:7]2)[CH2:34][CH2:33][CH2:32]1. The catalyst class is: 27.